Dataset: Catalyst prediction with 721,799 reactions and 888 catalyst types from USPTO. Task: Predict which catalyst facilitates the given reaction. (1) Reactant: CCN(C(C)C)C(C)C.[OH:10][C:11]1[CH:12]=[CH:13][CH:14]=[C:15]2[C:20]=1[O:19][C:18](=[O:21])[C:17]([C:22]([OH:24])=O)=[CH:16]2.CN(C(ON1N=NC2C=CC=NC1=2)=[N+](C)C)C.F[P-](F)(F)(F)(F)F.[CH3:49][O:50][C:51]1[CH:52]=[C:53]([C:57]2[CH:58]=[C:59]([NH2:63])[CH:60]=[CH:61][CH:62]=2)[CH:54]=[N:55][CH:56]=1. Product: [CH3:49][O:50][C:51]1[CH:52]=[C:53]([C:57]2[CH:58]=[C:59]([NH:63][C:22]([C:17]3[C:18](=[O:21])[O:19][C:20]4[C:15]([CH:16]=3)=[CH:14][CH:13]=[CH:12][C:11]=4[OH:10])=[O:24])[CH:60]=[CH:61][CH:62]=2)[CH:54]=[N:55][CH:56]=1. The catalyst class is: 3. (2) Reactant: [F-].[K+].[O:3]1[CH2:8][CH2:7][CH2:6][CH2:5][CH:4]1[O:9][C:10]1[CH:15]=[CH:14][C:13]([C:16]#[C:17][Si](C)(C)C)=[CH:12][CH:11]=1. Product: [O:3]1[CH2:8][CH2:7][CH2:6][CH2:5][CH:4]1[O:9][C:10]1[CH:11]=[CH:12][C:13]([C:16]#[CH:17])=[CH:14][CH:15]=1. The catalyst class is: 5. (3) Reactant: [F:1][CH:2]([F:13])[O:3][C:4]1[CH:11]=[CH:10][C:7]([CH:8]=[O:9])=[CH:6][C:5]=1[OH:12].C(=O)([O-])[O-].[K+].[K+].Br[CH2:21][CH:22]1[CH2:24][CH2:23]1.[OH-].[Na+]. Product: [CH:22]1([CH2:21][O:12][C:5]2[CH:6]=[C:7]([CH:10]=[CH:11][C:4]=2[O:3][CH:2]([F:13])[F:1])[CH:8]=[O:9])[CH2:24][CH2:23]1. The catalyst class is: 7. (4) Reactant: [NH2:1][C:2]1[CH:3]=[C:4]([NH:8][C:9]2[C:10](=[O:17])[N:11]([CH3:16])[CH:12]=[C:13](Br)[N:14]=2)[CH:5]=[CH:6][CH:7]=1.[C:18]([O:21][CH2:22][C:23]1[C:24]([N:32]2[CH2:43][CH2:42][N:41]3[C:34](=[CH:35][C:36]4[CH2:37][C:38]([CH3:45])([CH3:44])[CH2:39][C:40]=43)[C:33]2=[O:46])=[N:25][CH:26]=[CH:27][C:28]=1B(O)O)(=[O:20])[CH3:19].C([O-])(=O)C.[K+].[O-]P([O-])([O-])=O.[K+].[K+].[K+]. Product: [C:18]([O:21][CH2:22][C:23]1[C:24]([N:32]2[CH2:43][CH2:42][N:41]3[C:34](=[CH:35][C:36]4[CH2:37][C:38]([CH3:45])([CH3:44])[CH2:39][C:40]=43)[C:33]2=[O:46])=[N:25][CH:26]=[CH:27][C:28]=1[C:13]1[N:14]=[C:9]([NH:8][C:4]2[CH:5]=[CH:6][CH:7]=[C:2]([NH2:1])[CH:3]=2)[C:10](=[O:17])[N:11]([CH3:16])[CH:12]=1)(=[O:20])[CH3:19]. The catalyst class is: 712.